Predict which catalyst facilitates the given reaction. From a dataset of Catalyst prediction with 721,799 reactions and 888 catalyst types from USPTO. (1) Reactant: [C:1]([C:3]([C:8]1[CH:13]=[CH:12][CH:11]=[CH:10][CH:9]=1)=[CH:4][NH:5][NH:6][CH3:7])#[N:2].C(N(CC)CC)C.[Cl:21][C:22]1[C:26]([Cl:27])=[C:25]([C:28](Cl)=[O:29])[S:24][N:23]=1. Product: [C:1]([C:3]([C:8]1[CH:13]=[CH:12][CH:11]=[CH:10][CH:9]=1)=[CH:4][NH:5][N:6]([CH3:7])[C:28]([C:25]1[S:24][N:23]=[C:22]([Cl:21])[C:26]=1[Cl:27])=[O:29])#[N:2]. The catalyst class is: 2. (2) Reactant: [NH2:1][C:2]1[CH:3]=[CH:4][C:5]([CH:11]2[CH2:16][CH2:15][N:14]([C:17]3[N:22]=[C:21]([O:23][CH2:24][C@H:25]4[CH2:27][C@H:26]4[C:28]#[N:29])[N:20]=[C:19]([C:30](O)=[O:31])[N:18]=3)[CH2:13][CH2:12]2)=[N:6][C:7]=1[C:8](=[O:10])[NH2:9].CN(C(ON1N=NC2C=CC=NC1=2)=[N+](C)C)C.F[P-](F)(F)(F)(F)F.CCN(CC)CC.[F:64][C:65]([F:70])([F:69])[C@@H:66]([NH2:68])[CH3:67]. Product: [NH2:1][C:2]1[CH:3]=[CH:4][C:5]([CH:11]2[CH2:12][CH2:13][N:14]([C:17]3[N:22]=[C:21]([O:23][CH2:24][C@H:25]4[CH2:27][C@H:26]4[C:28]#[N:29])[N:20]=[C:19]([C:30]([NH:68][C@@H:66]([CH3:67])[C:65]([F:70])([F:69])[F:64])=[O:31])[N:18]=3)[CH2:15][CH2:16]2)=[N:6][C:7]=1[C:8](=[O:10])[NH2:9]. The catalyst class is: 18. (3) Reactant: [CH:1]([O:4][C:5](=[O:24])[C:6]1[CH:7]=[C:8]([CH:14]=[C:15]([C:17](=[O:23])[N:18]([CH3:22])[CH2:19][CH2:20][CH3:21])[CH:16]=1)[C:9]([O:11]CC)=[O:10])([CH3:3])[CH3:2].C(O)(C)C.[OH-].[Li+]. Product: [CH:1]([O:4][C:5](=[O:24])[C:6]1[CH:16]=[C:15]([C:17](=[O:23])[N:18]([CH3:22])[CH2:19][CH2:20][CH3:21])[CH:14]=[C:8]([C:9]([OH:11])=[O:10])[CH:7]=1)([CH3:2])[CH3:3]. The catalyst class is: 611. (4) Reactant: C(P(CCCC)CCCC)CCC.[OH:14][C:15]1[CH:20]=[CH:19][C:18]([CH2:21][C:22]([O:24][CH3:25])=[O:23])=[CH:17][CH:16]=1.[Br:26][C:27]1[CH:32]=[CH:31][C:30](/[C:33](/[C:37]2[CH:42]=[CH:41][CH:40]=[CH:39][CH:38]=2)=[CH:34]\[CH2:35]O)=[CH:29][CH:28]=1. Product: [CH3:25][O:24][C:22](=[O:23])[CH2:21][C:18]1[CH:17]=[CH:16][C:15]([O:14][CH2:35]/[CH:34]=[C:33](\[C:30]2[CH:29]=[CH:28][C:27]([Br:26])=[CH:32][CH:31]=2)/[C:37]2[CH:42]=[CH:41][CH:40]=[CH:39][CH:38]=2)=[CH:20][CH:19]=1. The catalyst class is: 1. (5) Reactant: [C:1]([O:5][C:6](=[O:41])[CH2:7][CH2:8][CH2:9][CH2:10][CH2:11][CH2:12][CH2:13][CH2:14][CH2:15][CH2:16][CH2:17][CH2:18][CH2:19][CH2:20][CH2:21][CH2:22][NH:23][C:24](=[O:40])[CH2:25][CH2:26][N:27]([C:33]([O:35][C:36]([CH3:39])([CH3:38])[CH3:37])=[O:34])[CH2:28][CH2:29][C:30]([OH:32])=[O:31])([CH3:4])([CH3:3])[CH3:2].CCN(C(C)C)C(C)C.[B-](F)(F)(F)F.CN(C(O[N:64]1[C:69](=[O:70])[CH2:68][CH2:67][C:65]1=[O:66])=[N+](C)C)C. Product: [C:1]([O:5][C:6](=[O:41])[CH2:7][CH2:8][CH2:9][CH2:10][CH2:11][CH2:12][CH2:13][CH2:14][CH2:15][CH2:16][CH2:17][CH2:18][CH2:19][CH2:20][CH2:21][CH2:22][NH:23][C:24](=[O:40])[CH2:25][CH2:26][N:27]([C:33]([O:35][C:36]([CH3:39])([CH3:38])[CH3:37])=[O:34])[CH2:28][CH2:29][C:30]([O:32][N:64]1[C:69](=[O:70])[CH2:68][CH2:67][C:65]1=[O:66])=[O:31])([CH3:4])([CH3:2])[CH3:3]. The catalyst class is: 1. (6) Reactant: [Cl:1][C:2]1[CH:12]=[C:11]([NH:13][C@@H:14]2[CH2:18][CH2:17][CH2:16][C@H:15]2[OH:19])[C:5]([C:6]([O:8]CC)=[O:7])=[CH:4][N:3]=1.[Li+].[OH-]. Product: [Cl:1][C:2]1[CH:12]=[C:11]([NH:13][C@@H:14]2[CH2:18][CH2:17][CH2:16][C@H:15]2[OH:19])[C:5]([C:6]([OH:8])=[O:7])=[CH:4][N:3]=1. The catalyst class is: 87.